The task is: Predict the reactants needed to synthesize the given product.. This data is from Full USPTO retrosynthesis dataset with 1.9M reactions from patents (1976-2016). (1) The reactants are: [CH3:1]C([O-])(C)C.[K+].C[C@@:8]12[C:24](=O)[CH2:23]C[C@H]1[C@H:20]1[C@@H:11]([C:12]3[CH:13]=[CH:14][C:15](O)=[CH:16][C:17]=3[CH2:18][CH2:19]1)[CH2:10][CH2:9]2.[CH3:27][C:28]([CH3:30])=[O:29]. Given the product [OH:29][C:28]1[CH:30]=[CH:23][C:24]2[C@@H:20]3[C@H:11]([C@H:12]4[C@@:17]([CH2:18][CH2:19]3)([CH3:16])[C:15](=[CH2:1])[CH2:14][CH2:13]4)[CH2:10][CH2:9][C:8]=2[CH:27]=1, predict the reactants needed to synthesize it. (2) The reactants are: C(N([CH2:17][C:18](O)=O)CC(O)=O)CN(CC(O)=O)CC(O)=O.C([O-])(=O)CCCCCCC/C=C\CCCCCCCC.[K+].[Cl-].[K+].C=O.[C:46]1([S:56](O)(=O)=O)[C:55]2[C:50](=[CH:51][CH:52]=[CH:53][CH:54]=2)[CH:49]=[CH:48][CH:47]=1.[Na]. Given the product [CH2:46]([SH:56])[CH2:47][CH2:48][CH2:49][CH2:50][CH2:51][CH2:52][CH2:53][CH2:54][CH2:55][CH2:17][CH3:18], predict the reactants needed to synthesize it. (3) Given the product [N:6]1([C:11]2[CH:31]=[CH:30][C:14]([CH2:15][C:16]3[C:17]([O:28][CH3:29])=[N:18][C:19]4[C:24]([C:25]=3[Cl:26])=[CH:23][C:22]([C:32]([OH:39])([C:33]3[CH:38]=[CH:37][CH:36]=[CH:35][CH:34]=3)[CH:40]3[CH2:45][CH2:44][N:43]([C:46](=[O:48])[CH3:47])[CH2:42][CH2:41]3)=[CH:21][CH:20]=4)=[CH:13][CH:12]=2)[CH:10]=[CH:9][CH:8]=[N:7]1, predict the reactants needed to synthesize it. The reactants are: [Li]CCCC.[N:6]1([C:11]2[CH:31]=[CH:30][C:14]([CH2:15][C:16]3[C:17]([O:28][CH3:29])=[N:18][C:19]4[C:24]([C:25]=3[Cl:26])=[CH:23][C:22](Br)=[CH:21][CH:20]=4)=[CH:13][CH:12]=2)[CH:10]=[CH:9][CH:8]=[N:7]1.[C:32]([CH:40]1[CH2:45][CH2:44][N:43]([C:46](=[O:48])[CH3:47])[CH2:42][CH2:41]1)(=[O:39])[C:33]1[CH:38]=[CH:37][CH:36]=[CH:35][CH:34]=1.O. (4) Given the product [C:35]([O:34][C:33]([NH:32][CH2:31][CH2:30][O:29][NH:28][C:25]([C@@H:13]1[CH2:12][CH2:11][C@@H:10]([NH:9][O:8][CH2:1][C:2]2[CH:3]=[CH:4][CH:5]=[CH:6][CH:7]=2)[CH2:15][N:14]1[C:16]([O:18][CH2:19][CH2:20][Si:21]([CH3:24])([CH3:22])[CH3:23])=[O:17])=[O:27])=[O:39])([CH3:38])([CH3:36])[CH3:37], predict the reactants needed to synthesize it. The reactants are: [CH2:1]([O:8][NH:9][C@H:10]1[CH2:15][N:14]([C:16]([O:18][CH2:19][CH2:20][Si:21]([CH3:24])([CH3:23])[CH3:22])=[O:17])[C@H:13]([C:25]([OH:27])=O)[CH2:12][CH2:11]1)[C:2]1[CH:7]=[CH:6][CH:5]=[CH:4][CH:3]=1.[NH2:28][O:29][CH2:30][CH2:31][NH:32][C:33](=[O:39])[O:34][C:35]([CH3:38])([CH3:37])[CH3:36].ON1C2C=CC=CC=2N=N1.Cl.C(N=C=NCCCN(C)C)C. (5) Given the product [C:20]1([C:13]2[CH:14]=[CH:15][CH:16]=[C:17]3[C:12]=2[N:11]=[C:10]([CH2:9][NH:8][CH2:7][P:4](=[O:3])([OH:5])[OH:6])[CH:19]=[CH:18]3)[C:29]2[C:24](=[CH:25][CH:26]=[CH:27][CH:28]=2)[CH:23]=[CH:22][CH:21]=1, predict the reactants needed to synthesize it. The reactants are: C([O:3][P:4]([CH2:7][NH:8][CH2:9][C:10]1[CH:19]=[CH:18][C:17]2[C:12](=[C:13]([C:20]3[C:29]4[C:24](=[CH:25][CH:26]=[CH:27][CH:28]=4)[CH:23]=[CH:22][CH:21]=3)[CH:14]=[CH:15][CH:16]=2)[N:11]=1)(=[O:6])[OH:5])C.[Si](Br)(C)(C)C. (6) Given the product [Cl:1][C:2]1[CH:7]=[CH:6][C:5]([N:8]2[C:13](=[O:14])[CH:12]=[C:11]([C:15]([F:18])([F:17])[F:16])[N:10]([CH3:19])[C:9]2=[O:20])=[CH:4][C:3]=1[CH:24]=[CH:23][C:22]([O:26][CH2:27][C:28]([F:31])([F:30])[F:29])=[O:25], predict the reactants needed to synthesize it. The reactants are: [Cl:1][C:2]1[CH:7]=[CH:6][C:5]([N:8]2[C:13](=[O:14])[CH:12]=[C:11]([C:15]([F:18])([F:17])[F:16])[N:10]([CH3:19])[C:9]2=[O:20])=[CH:4][C:3]=1I.[C:22]([O:26][CH2:27][C:28]([F:31])([F:30])[F:29])(=[O:25])[CH:23]=[CH2:24].C([O-])(=O)C.[Na+].O.